From a dataset of Forward reaction prediction with 1.9M reactions from USPTO patents (1976-2016). Predict the product of the given reaction. (1) Given the reactants [Br:1][C:2]1[CH:3]=[C:4]([C:8]([NH:11][C:12]2[CH:17]=[CH:16][C:15]([I:18])=[CH:14][C:13]=2[F:19])=[CH:9][N:10]=1)[C:5]([OH:7])=O.[N:20]1([CH2:25][CH2:26][CH2:27][NH2:28])[CH:24]=[CH:23][N:22]=[CH:21]1, predict the reaction product. The product is: [Br:1][C:2]1[CH:3]=[C:4]([C:8]([NH:11][C:12]2[CH:17]=[CH:16][C:15]([I:18])=[CH:14][C:13]=2[F:19])=[CH:9][N:10]=1)[C:5]([NH:28][CH2:27][CH2:26][CH2:25][N:20]1[CH:24]=[CH:23][N:22]=[CH:21]1)=[O:7]. (2) Given the reactants [NH2:1][C:2]1[CH:13]=[CH:12][C:5]([CH2:6][NH:7][S:8]([CH3:11])(=[O:10])=[O:9])=[CH:4][CH:3]=1.[Cl:14][C:15]1[CH:20]=[C:19](Cl)[N:18]=[CH:17][N:16]=1.C(N(CC)C(C)C)(C)C, predict the reaction product. The product is: [Cl:14][C:15]1[N:16]=[CH:17][N:18]=[C:19]([NH:1][C:2]2[CH:13]=[CH:12][C:5]([CH2:6][NH:7][S:8]([CH3:11])(=[O:10])=[O:9])=[CH:4][CH:3]=2)[CH:20]=1.